From a dataset of Reaction yield outcomes from USPTO patents with 853,638 reactions. Predict the reaction yield, written as a fraction of the theoretical maximum amount of product (1.0 means a 100% yield; for example, 0.34 means a 34% yield). (1) The reactants are [NH2:1][C:2]1[CH:7]=[CH:6][C:5]([CH:8]([CH2:11][NH2:12])[CH2:9][NH2:10])=[CH:4][CH:3]=1.C([O-])([O-])=O.[K+].[K+].[CH:19]([C:21]1[CH:26]=[CH:25][CH:24]=[CH:23][C:22]=1[NH:27][C:28](=O)[O:29]C(C)(C)C)=O.II. The catalyst is CC(O)(C)C. The product is [NH2:1][C:2]1[CH:3]=[CH:4][C:5]([CH:8]2[CH2:11][N:12]3[C:28](=[O:29])[NH:27][C:22]4[CH:23]=[CH:24][CH:25]=[CH:26][C:21]=4[C:19]3=[N:10][CH2:9]2)=[CH:6][CH:7]=1. The yield is 0.390. (2) The reactants are O=[C:2]([C:13]1[CH:14]=[N:15][CH:16]=[CH:17][CH:18]=1)[CH2:3][N:4]1[CH:8]=[CH:7][CH:6]=[C:5]1[C:9]([O:11]C)=O.[CH2:19]([NH2:22])[CH2:20][NH2:21]. The catalyst is O1CCOCC1. The product is [N:15]1[CH:16]=[CH:17][CH:18]=[C:13]([C:2]23[NH:22][CH2:19][CH2:20][N:21]2[C:9](=[O:11])[C:5]2[N:4]([CH:8]=[CH:7][CH:6]=2)[CH2:3]3)[CH:14]=1. The yield is 0.860. (3) The reactants are [CH2:1]([C:8]1[CH:15]=[CH:14][C:11](C=O)=[C:10]([B:16]2[O:20][C:19](C)(C)C(C)(C)[O:17]2)[CH:9]=1)[C:2]1[CH:7]=[CH:6][CH:5]=[CH:4][CH:3]=1.Br[CH2:26][C:27]([O:29][CH2:30][CH3:31])=[O:28]. The catalyst is [Zn].[NH4+].[Cl-]. The product is [CH2:30]([O:29][C:27](=[O:28])[CH2:26][CH:19]1[O:20][B:16]([OH:17])[C:10]2[CH:9]=[C:8]([CH2:1][C:2]3[CH:3]=[CH:4][CH:5]=[CH:6][CH:7]=3)[CH:15]=[CH:14][C:11]1=2)[CH3:31]. The yield is 0.450. (4) The reactants are [Cl:1][C:2]1[CH:7]=[C:6]([C:8](=[N:10][OH:11])[CH3:9])[C:5]([C:12]#[C:13][C:14]2[CH:19]=[C:18]([F:20])[CH:17]=[CH:16][C:15]=2[CH3:21])=[CH:4][N:3]=1. The catalyst is C(Cl)(Cl)Cl.[N+]([O-])([O-])=O.[Ag+]. The product is [Cl:1][C:2]1[CH:7]=[C:6]2[C:5]([CH:12]=[C:13]([C:14]3[CH:19]=[C:18]([F:20])[CH:17]=[CH:16][C:15]=3[CH3:21])[N+:10]([O-:11])=[C:8]2[CH3:9])=[CH:4][N:3]=1. The yield is 0.500. (5) The reactants are [F:1][C:2]1[CH:11]=[CH:10][C:5]2[N:6]=[C:7]([NH2:9])[S:8][C:4]=2[CH:3]=1.Br[CH2:13][C:14](=O)[C:15]([O:17][CH2:18][CH3:19])=[O:16]. No catalyst specified. The product is [F:1][C:2]1[CH:11]=[CH:10][C:5]2[N:6]3[CH:13]=[C:14]([C:15]([O:17][CH2:18][CH3:19])=[O:16])[N:9]=[C:7]3[S:8][C:4]=2[CH:3]=1. The yield is 0.190. (6) The reactants are [Br:1][C:2]1[C:7]([O:8][CH3:9])=[CH:6][C:5]([C:10]2[O:14][N:13]=[C:12]([CH:15]([O:31]C(OCC)C)[CH:16]([C:19]3[CH:24]=[CH:23][C:22]([N:25]4[CH2:30][CH2:29][O:28][CH2:27][CH2:26]4)=[CH:21][CH:20]=3)[O:17][CH3:18])[N:11]=2)=[CH:4][C:3]=1[O:37][CH3:38].C1(C)C=CC(S([O-])(=O)=O)=CC=1.[NH+]1C=CC=CC=1. The catalyst is CO. The product is [Br:1][C:2]1[C:3]([O:37][CH3:38])=[CH:4][C:5]([C:10]2[O:14][N:13]=[C:12]([CH:15]([OH:31])[CH:16]([O:17][CH3:18])[C:19]3[CH:24]=[CH:23][C:22]([N:25]4[CH2:30][CH2:29][O:28][CH2:27][CH2:26]4)=[CH:21][CH:20]=3)[N:11]=2)=[CH:6][C:7]=1[O:8][CH3:9]. The yield is 0.790. (7) The reactants are II.[CH3:3][C:4]1([CH3:10])[CH2:8][O:7][C:6](=[O:9])[NH:5]1.C(O[I:15](C1C=CC=CC=1)OC(=O)C)(=O)C. The catalyst is CC#N. The product is [I:15][N:5]1[C:4]([CH3:10])([CH3:3])[CH2:8][O:7][C:6]1=[O:9]. The yield is 0.800. (8) The reactants are [F:1][C:2]1[CH:7]=[CH:6][C:5]([C:8]2([OH:27])[CH2:15][CH:14]3[CH:10]([CH2:11][CH:12]([NH:16][CH2:17][C:18]([N:20]4[CH2:24][CH2:23][CH2:22][CH:21]4[C:25]#[N:26])=[O:19])[CH2:13]3)[CH2:9]2)=[CH:4][CH:3]=1.[ClH:28]. The catalyst is CCOCC. The product is [ClH:28].[F:1][C:2]1[CH:3]=[CH:4][C:5]([C:8]2([OH:27])[CH2:15][CH:14]3[CH:10]([CH2:11][CH:12]([NH:16][CH2:17][C:18]([N:20]4[CH2:24][CH2:23][CH2:22][CH:21]4[C:25]#[N:26])=[O:19])[CH2:13]3)[CH2:9]2)=[CH:6][CH:7]=1. The yield is 0.830.